This data is from Full USPTO retrosynthesis dataset with 1.9M reactions from patents (1976-2016). The task is: Predict the reactants needed to synthesize the given product. Given the product [OH:23][C:24]1[CH:31]=[CH:30][C:27]([CH2:28][NH:29][C:20]([C:17]2[CH:18]=[CH:19][C:14]([C:3]3[CH:4]=[C:5]([C:8]4[O:9][C:10]([CH3:13])=[N:11][N:12]=4)[CH:6]=[CH:1][C:2]=3[CH3:7])=[CH:15][CH:16]=2)=[O:21])=[CH:26][CH:25]=1, predict the reactants needed to synthesize it. The reactants are: [CH3:1][C:2]1[CH:7]=[CH:6][C:5]([C:8]2[O:9][C:10]([CH3:13])=[N:11][N:12]=2)=[CH:4][C:3]=1[C:14]1[CH:19]=[CH:18][C:17]([C:20](O)=[O:21])=[CH:16][CH:15]=1.[OH:23][C:24]1[CH:31]=[CH:30][C:27]([CH2:28][NH2:29])=[CH:26][CH:25]=1.